Dataset: Catalyst prediction with 721,799 reactions and 888 catalyst types from USPTO. Task: Predict which catalyst facilitates the given reaction. (1) Reactant: [Cl:1][C:2]1[CH:7]=[CH:6][CH:5]=[CH:4][C:3]=1[C:8]1[N:9]([C:20]2[CH:25]=[CH:24][C:23]([Cl:26])=[CH:22][CH:21]=2)[C:10]([CH2:18][CH3:19])=[C:11]([C:13]([O:15]CC)=[O:14])[N:12]=1.[Li+].[OH-].Cl. Product: [Cl:1][C:2]1[CH:7]=[CH:6][CH:5]=[CH:4][C:3]=1[C:8]1[N:9]([C:20]2[CH:21]=[CH:22][C:23]([Cl:26])=[CH:24][CH:25]=2)[C:10]([CH2:18][CH3:19])=[C:11]([C:13]([OH:15])=[O:14])[N:12]=1. The catalyst class is: 30. (2) Reactant: [CH3:1][O:2][C:3]1[CH:4]=[C:5]([CH:10]=[C:11](OS(C(F)(F)F)(=O)=O)[CH:12]=1)[C:6]([O:8][CH3:9])=[O:7].[NH:21]1[C:29]2[C:24](=[CH:25][C:26](B(O)O)=[CH:27][CH:28]=2)[CH:23]=[CH:22]1.P([O-])([O-])([O-])=O.[K+].[K+].[K+].COCCOC. Product: [NH:21]1[C:29]2[C:24](=[CH:25][C:26]([C:11]3[CH:10]=[C:5]([CH:4]=[C:3]([O:2][CH3:1])[CH:12]=3)[C:6]([O:8][CH3:9])=[O:7])=[CH:27][CH:28]=2)[CH:23]=[CH:22]1. The catalyst class is: 535. (3) Reactant: Cl[CH2:2][C:3]1[N:12]=[C:11]([NH:13][C@@H:14]([C@H:18]([CH3:21])[CH2:19][CH3:20])[C:15]([NH2:17])=[O:16])[C:10]2[C:5](=[CH:6][CH:7]=[CH:8][CH:9]=2)[N:4]=1.[Cl:22][C:23]1[CH:42]=[CH:41][C:26]([CH:27]([N:35]2[CH2:40][CH2:39][NH:38][CH2:37][CH2:36]2)[C:28]2[CH:33]=[CH:32][C:31]([Cl:34])=[CH:30][CH:29]=2)=[CH:25][CH:24]=1.C(=O)([O-])[O-].[K+].[K+]. Product: [Cl:34][C:31]1[CH:30]=[CH:29][C:28]([CH:27]([C:26]2[CH:41]=[CH:42][C:23]([Cl:22])=[CH:24][CH:25]=2)[N:35]2[CH2:36][CH2:37][N:38]([CH2:2][C:3]3[N:12]=[C:11]([NH:13][C@@H:14]([C@H:18]([CH3:21])[CH2:19][CH3:20])[C:15]([NH2:17])=[O:16])[C:10]4[C:5](=[CH:6][CH:7]=[CH:8][CH:9]=4)[N:4]=3)[CH2:39][CH2:40]2)=[CH:33][CH:32]=1. The catalyst class is: 10. (4) Reactant: C[O:2][C:3]([C:5]1[C:6]([C:19](OC)=[O:20])=[C:7]([CH3:18])[N:8]2[C:17]=1[CH2:16][C:15]1[CH:14]=[CH:13][CH:12]=[CH:11][C:10]=1[CH2:9]2)=O.[H-].[H-].[H-].[H-].[Li+].[Al+3]. Product: [OH:20][CH2:19][C:6]1[C:5]([CH2:3][OH:2])=[C:17]2[CH2:16][C:15]3[CH:14]=[CH:13][CH:12]=[CH:11][C:10]=3[CH2:9][N:8]2[C:7]=1[CH3:18]. The catalyst class is: 268. (5) Product: [CH:1]1([C:4]2[N:5]=[CH:6][C:7]([O:10][C@H:11]3[CH2:19][N:14]4[CH2:15][CH2:16][N:17]([C:22](=[O:23])[CH:21]([OH:20])[C:25]5[CH:30]=[CH:29][CH:28]=[C:27]([C:31]([F:32])([F:33])[F:34])[CH:26]=5)[CH2:18][C@@H:13]4[CH2:12]3)=[N:8][CH:9]=2)[CH2:3][CH2:2]1. Reactant: [CH:1]1([C:4]2[N:5]=[CH:6][C:7]([O:10][C@H:11]3[CH2:19][N:14]4[CH2:15][CH2:16][NH:17][CH2:18][C@@H:13]4[CH2:12]3)=[N:8][CH:9]=2)[CH2:3][CH2:2]1.[OH:20][CH:21]([C:25]1[CH:30]=[CH:29][CH:28]=[C:27]([C:31]([F:34])([F:33])[F:32])[CH:26]=1)[C:22](O)=[O:23].F[P-](F)(F)(F)(F)F.N1(OC(N(C)C)=[N+](C)C)C2N=CC=CC=2N=N1.CN1CCOCC1. The catalyst class is: 9. (6) The catalyst class is: 1. Reactant: [OH-].[Li+].[F:3][C:4]1[CH:5]=[C:6]([C:11]2[CH:16]=[CH:15][C:14]([C:17]([O:19]C)=[O:18])=[C:13]([N+:21]([O-:23])=[O:22])[CH:12]=2)[CH:7]=[CH:8][C:9]=1[F:10].CO.O. Product: [F:3][C:4]1[CH:5]=[C:6]([C:11]2[CH:16]=[CH:15][C:14]([C:17]([OH:19])=[O:18])=[C:13]([N+:21]([O-:23])=[O:22])[CH:12]=2)[CH:7]=[CH:8][C:9]=1[F:10]. (7) Reactant: C(OC([N:8]1[CH2:13][CH2:12][CH:11]([OH:14])[CH2:10][CH2:9]1)=O)(C)(C)C.C1(P(C2C=CC=CC=2)C2C=CC=CC=2)C=CC=CC=1.O[C:35]1[CH:36]=[C:37]([NH:41][C:42](=[O:44])[CH3:43])[CH:38]=[CH:39][CH:40]=1.CCOC(/N=N/C(OCC)=O)=O. Product: [NH:8]1[CH2:9][CH2:10][CH:11]([O:14][C:35]2[CH:36]=[C:37]([NH:41][C:42](=[O:44])[CH3:43])[CH:38]=[CH:39][CH:40]=2)[CH2:12][CH2:13]1. The catalyst class is: 168. (8) Reactant: O.C1(C)C=CC(S(O)(=O)=O)=CC=1.[Cl:13][C:14]1[CH:20]=[C:19]([Cl:21])[CH:18]=[C:17]([Cl:22])[C:15]=1N.N([O-])=O.[Na+].[I-:27].[K+].C(=O)([O-])O.[Na+].S([O-])([O-])(=O)=S.[Na+].[Na+]. Product: [Cl:13][C:14]1[CH:20]=[C:19]([Cl:21])[CH:18]=[C:17]([Cl:22])[C:15]=1[I:27]. The catalyst class is: 47. (9) Reactant: [N+:1]([C:4]1[CH:9]=[CH:8][C:7]([N:10]2[CH2:15][CH2:14][NH:13][CH2:12][CH2:11]2)=[CH:6][CH:5]=1)([O-:3])=[O:2].[O:16]1[CH2:19][C:18](=O)[CH2:17]1.[BH3-]C#N.[Na+]. Product: [N+:1]([C:4]1[CH:5]=[CH:6][C:7]([N:10]2[CH2:15][CH2:14][N:13]([CH:18]3[CH2:19][O:16][CH2:17]3)[CH2:12][CH2:11]2)=[CH:8][CH:9]=1)([O-:3])=[O:2]. The catalyst class is: 466. (10) Reactant: [CH3:1][O:2][C:3]([C@@H:5]1[CH2:10][CH2:9][C@H:8]([O:11][C:12]2[CH:20]=[CH:19][C:15]([C:16]([OH:18])=O)=[CH:14][CH:13]=2)[CH2:7][CH2:6]1)=[O:4].C(N(C(C)C)CC)(C)C.[Cl:30][C:31]1[CH:32]=[C:33]([C:37]2[S:41][C:40]([NH2:42])=[N:39][N:38]=2)[CH:34]=[CH:35][CH:36]=1.CN(C=O)C. Product: [Cl:30][C:31]1[CH:32]=[C:33]([C:37]2[S:41][C:40]([NH:42][C:16]([C:15]3[CH:14]=[CH:13][C:12]([O:11][C@@H:8]4[CH2:7][CH2:6][C@H:5]([C:3]([O:2][CH3:1])=[O:4])[CH2:10][CH2:9]4)=[CH:20][CH:19]=3)=[O:18])=[N:39][N:38]=2)[CH:34]=[CH:35][CH:36]=1. The catalyst class is: 46.